Dataset: Reaction yield outcomes from USPTO patents with 853,638 reactions. Task: Predict the reaction yield, written as a fraction of the theoretical maximum amount of product (1.0 means a 100% yield; for example, 0.34 means a 34% yield). (1) The reactants are [C:1]([NH:5][C:6]([NH:8][C:9]1[C:10]([CH3:30])=[C:11]([CH2:28]O)[C:12]2[O:16][CH2:15][C@H:14]([C:17]3[CH:22]=[CH:21][C:20]([CH:23]([CH3:25])[CH3:24])=[CH:19][CH:18]=3)[C:13]=2[C:26]=1[CH3:27])=[O:7])([CH3:4])([CH3:3])[CH3:2].C(OCC)(=O)C.CCCCCC. The catalyst is C(Cl)(Cl)Cl. The product is [C:1]([NH:5][C:6]([NH:8][C:9]1[C:10]([CH3:30])=[C:11]([CH3:28])[C:12]2[O:16][CH2:15][C@H:14]([C:17]3[CH:18]=[CH:19][C:20]([CH:23]([CH3:25])[CH3:24])=[CH:21][CH:22]=3)[C:13]=2[C:26]=1[CH3:27])=[O:7])([CH3:2])([CH3:3])[CH3:4]. The yield is 0.570. (2) The reactants are C1(C)C=CC(S([O-])(=O)=O)=CC=1.[NH+]1C=CC=CC=1.[C:18]([O:21][CH:22]1[C:23]([O:65]C(OCC)C)([CH3:64])[CH2:24][CH2:25][CH:26]([O:58]C(OCC)C)[CH2:27][C:28]([O:30][CH:31](/[C:36](/[CH3:57])=[CH:37]/[CH:38]=[CH:39]/[CH:40]([CH3:56])[CH2:41][CH:42]2[O:55][CH:43]2[CH:44]([CH3:54])[CH:45]([O:48]C(OCC)C)[CH2:46][CH3:47])[CH:32]([CH3:35])[CH:33]=[CH:34]1)=[O:29])(=[O:20])[NH2:19]. The catalyst is CO. The product is [C:18]([O:21][CH:22]1[C:23]([OH:65])([CH3:64])[CH2:24][CH2:25][CH:26]([OH:58])[CH2:27][C:28]([O:30][CH:31](/[C:36](/[CH3:57])=[CH:37]/[CH:38]=[CH:39]/[CH:40]([CH3:56])[CH2:41][CH:42]2[O:55][CH:43]2[CH:44]([CH3:54])[CH:45]([OH:48])[CH2:46][CH3:47])[CH:32]([CH3:35])[CH:33]=[CH:34]1)=[O:29])(=[O:20])[NH2:19]. The yield is 0.740. (3) The reactants are [C:1]([C:3]1[CH:4]=[C:5]([CH:9]=[CH:10][C:11]=1[O:12][CH:13]([CH3:15])[CH3:14])[C:6]([OH:8])=[O:7])#[N:2].[OH:16]O.[OH-].[Na+].Cl. No catalyst specified. The product is [C:1]([C:3]1[CH:4]=[C:5]([CH:9]=[CH:10][C:11]=1[O:12][CH:13]([CH3:15])[CH3:14])[C:6]([OH:8])=[O:7])(=[O:16])[NH2:2]. The yield is 0.830. (4) The reactants are Br[C:2]1[CH:3]=[C:4]([C:8]2[N:12]3[N:13]=[CH:14][CH:15]=[CH:16][C:11]3=[C:10]([C:17]([NH2:19])=[O:18])[N:9]=2)[CH:5]=[CH:6][CH:7]=1.[C:20]([C@:22]1([OH:29])[CH2:26][CH2:25][N:24]([CH3:27])[C:23]1=[O:28])#[CH:21]. No catalyst specified. The product is [OH:29][C@@:22]1([C:20]#[C:21][C:2]2[CH:3]=[C:4]([C:8]3[N:12]4[N:13]=[CH:14][CH:15]=[CH:16][C:11]4=[C:10]([C:17]([NH2:19])=[O:18])[N:9]=3)[CH:5]=[CH:6][CH:7]=2)[CH2:26][CH2:25][N:24]([CH3:27])[C:23]1=[O:28]. The yield is 0.220. (5) The reactants are [F:1][C:2]1[CH:3]=[C:4]([NH:14][C:15](=[O:28])[CH2:16][C:17](=O)[CH2:18][O:19][C:20]2[CH:25]=[CH:24][CH:23]=[C:22]([F:26])[CH:21]=2)[CH:5]=[CH:6][C:7]=1[N:8]1[CH2:13][CH2:12][O:11][CH2:10][CH2:9]1.[C:29]([NH2:32])(=O)[CH3:30].C1(C)C=CC=CC=1.[NH4+].[Cl-]. The catalyst is C1(C)C(C)=CC=CC=1.C([O-])(C)C.C([O-])(C)C.C([O-])(C)C.C([O-])(C)C.[Ti+4]. The product is [F:1][C:2]1[CH:3]=[C:4]([N:14]2[C:15](=[O:28])[CH:16]=[C:17]([CH2:18][O:19][C:20]3[CH:25]=[CH:24][CH:23]=[C:22]([F:26])[CH:21]=3)[N:32]=[C:29]2[CH3:30])[CH:5]=[CH:6][C:7]=1[N:8]1[CH2:13][CH2:12][O:11][CH2:10][CH2:9]1. The yield is 0.170.